Dataset: Catalyst prediction with 721,799 reactions and 888 catalyst types from USPTO. Task: Predict which catalyst facilitates the given reaction. (1) Reactant: [OH:1][CH:2]1[CH2:7][CH2:6][N:5]([CH2:8][C:9]2[CH:14]=[CH:13][CH:12]=[CH:11][CH:10]=2)[CH2:4][CH2:3]1.[H-].[Na+].[CH3:17][C:18]1[NH:19][C:20]([CH3:40])=[CH:21][C:22]=1[C:23]1[CH:28]=[CH:27][CH:26]=[C:25]([C:29]2[C:38]3[C:33](=[CH:34][CH:35]=[CH:36][CH:37]=3)[C:32](F)=[CH:31][CH:30]=2)[N:24]=1.O. Product: [CH3:17][C:18]1[NH:19][C:20]([CH3:40])=[CH:21][C:22]=1[C:23]1[CH:28]=[CH:27][CH:26]=[C:25]([C:29]2[C:38]3[C:33](=[CH:34][CH:35]=[CH:36][CH:37]=3)[C:32]([O:1][CH:2]3[CH2:7][CH2:6][N:5]([CH2:8][C:9]4[CH:14]=[CH:13][CH:12]=[CH:11][CH:10]=4)[CH2:4][CH2:3]3)=[CH:31][CH:30]=2)[N:24]=1. The catalyst class is: 9. (2) Reactant: [Cl:1][C:2]1[C:7]2[C:8](=[O:23])[N:9]([CH2:13][C:14]3[C:15](=[O:22])[NH:16][C:17]([CH3:21])=[CH:18][C:19]=3[CH3:20])[CH2:10][CH2:11][O:12][C:6]=2[CH:5]=[CH:4][C:3]=1[O:24]C.B(Br)(Br)Br. Product: [Cl:1][C:2]1[C:7]2[C:8](=[O:23])[N:9]([CH2:13][C:14]3[C:15](=[O:22])[NH:16][C:17]([CH3:21])=[CH:18][C:19]=3[CH3:20])[CH2:10][CH2:11][O:12][C:6]=2[CH:5]=[CH:4][C:3]=1[OH:24]. The catalyst class is: 2. (3) Product: [C:3]12[CH:2]=[C:22]3[N:23]=[C:19]([CH:20]=[CH:21]3)[CH:18]=[C:17]3[NH:30][C:14]([CH:15]=[CH:16]3)=[CH:13][C:12]3=[N:32][C:9]([CH:10]=[CH:11]3)=[CH:8][C:6]([NH:7]1)=[CH:5][CH:4]=2. Reactant: Br[C:2]1[C:3]2[NH:7][C:6]([C:8](C3C=CC=CC=3)=[C:9]3[N:32]=[C:12]([C:13](Br)=[C:14]4[NH:30][C:17](=[C:18](C5C=CC=CC=5)[C:19]5[CH:20]=[CH:21][C:22]=1[N:23]=5)[CH:16]=[CH:15]4)[CH:11]=[CH:10]3)=[CH:5][CH:4]=2.C1C=CC(P(C2C(OC3C(P(C4C=CC=CC=4)C4C=CC=CC=4)=CC=CC=3)=CC=CC=2)C2C=CC=CC=2)=CC=1.C([O-])([O-])=O.[Cs+].[Cs+].C(Cl)Cl. The catalyst class is: 101. (4) Reactant: [CH3:1][O:2][C:3]1[CH:4]=[C:5]([CH:7]=[CH:8][C:9]=1[N:10]1[CH:14]=[C:13]([CH3:15])[N:12]=[CH:11]1)[NH2:6].Cl[C:17]1[N:22]=[C:21]([O:23][CH2:24][C:25]([F:28])([F:27])[F:26])[C:20]([CH3:29])=[C:19]([CH2:30][O:31][CH2:32][C:33]([F:36])([F:35])[F:34])[N:18]=1.C1(P(C2CCCCC2)C2C=CC=CC=2C2C=CC=CC=2)CCCCC1.C(=O)([O-])[O-].[Cs+].[Cs+]. Product: [CH3:1][O:2][C:3]1[CH:4]=[C:5]([NH:6][C:17]2[N:22]=[C:21]([O:23][CH2:24][C:25]([F:28])([F:26])[F:27])[C:20]([CH3:29])=[C:19]([CH2:30][O:31][CH2:32][C:33]([F:36])([F:34])[F:35])[N:18]=2)[CH:7]=[CH:8][C:9]=1[N:10]1[CH:14]=[C:13]([CH3:15])[N:12]=[CH:11]1. The catalyst class is: 160. (5) Reactant: [Cl:1][C:2]1[CH:3]=[C:4]([N:12]=[C:13]2[N:18]([CH3:19])[C:17](=[O:20])[N:16]([CH2:21][C@@H:22]([C:24]([O:26][CH3:27])=[O:25])[CH3:23])[C:15](=[O:28])[NH:14]2)[CH:5]=[CH:6][C:7]=1[O:8][CH:9]([CH3:11])[CH3:10].[CH3:29][O:30][C:31]1[CH:38]=[CH:37][C:34]([CH2:35]Cl)=[CH:33][CH:32]=1.CN(C=O)C.C(=O)([O-])[O-].[K+].[K+]. Product: [Cl:1][C:2]1[CH:3]=[C:4]([N:12]=[C:13]2[N:14]([CH2:35][C:34]3[CH:37]=[CH:38][C:31]([O:30][CH3:29])=[CH:32][CH:33]=3)[C:15](=[O:28])[N:16]([CH2:21][C@@H:22]([C:24]([O:26][CH3:27])=[O:25])[CH3:23])[C:17](=[O:20])[N:18]2[CH3:19])[CH:5]=[CH:6][C:7]=1[O:8][CH:9]([CH3:10])[CH3:11]. The catalyst class is: 6.